Regression. Given a peptide amino acid sequence and an MHC pseudo amino acid sequence, predict their binding affinity value. This is MHC class I binding data. From a dataset of Peptide-MHC class I binding affinity with 185,985 pairs from IEDB/IMGT. (1) The binding affinity (normalized) is 0.286. The peptide sequence is IIDAKNDDWK. The MHC is HLA-A68:01 with pseudo-sequence HLA-A68:01. (2) The peptide sequence is ITFLRPVLKA. The MHC is HLA-A02:06 with pseudo-sequence HLA-A02:06. The binding affinity (normalized) is 0.0946. (3) The peptide sequence is ATDALMTGF. The MHC is HLA-A02:06 with pseudo-sequence HLA-A02:06. The binding affinity (normalized) is 0.106.